From a dataset of Catalyst prediction with 721,799 reactions and 888 catalyst types from USPTO. Predict which catalyst facilitates the given reaction. (1) Reactant: [CH3:1][N:2]1[CH:10]=[C:9]2[C:4]([CH:5]=[C:6]([NH2:11])[CH:7]=[CH:8]2)=[N:3]1.C[Al](C)C.C1(C)C=CC=CC=1.C[O:24][C:25](=O)[C:26]1[CH:31]=[CH:30][CH:29]=[N:28][C:27]=1[NH:32][CH2:33][C:34]1[CH:39]=[CH:38][N:37]=[C:36]([NH:40][C:41]([NH:43][CH3:44])=[O:42])[CH:35]=1.C(C(C(C([O-])=O)O)O)([O-])=O.[K+].[Na+]. Product: [CH3:1][N:2]1[CH:10]=[C:9]2[C:4]([CH:5]=[C:6]([NH:11][C:25](=[O:24])[C:26]3[CH:31]=[CH:30][CH:29]=[N:28][C:27]=3[NH:32][CH2:33][C:34]3[CH:39]=[CH:38][N:37]=[C:36]([NH:40][C:41]([NH:43][CH3:44])=[O:42])[CH:35]=3)[CH:7]=[CH:8]2)=[N:3]1. The catalyst class is: 26. (2) Reactant: [F:1][C:2]1[C:10]([O:11][C:12]2[C:17]3=[C:18]([CH3:26])[C:19]([O:21][CH2:22][CH:23]4[CH2:25][O:24]4)=[CH:20][N:16]3[N:15]=[CH:14][N:13]=2)=[CH:9][CH:8]=[C:7]2[C:3]=1[CH:4]=[C:5]([CH3:27])[NH:6]2.[CH3:28][S:29]([O-:31])=[O:30].[Na+]. Product: [F:1][C:2]1[C:10]([O:11][C:12]2[C:17]3=[C:18]([CH3:26])[C:19]([O:21][CH2:22][CH:23]([OH:24])[CH2:25][S:29]([CH3:28])(=[O:31])=[O:30])=[CH:20][N:16]3[N:15]=[CH:14][N:13]=2)=[CH:9][CH:8]=[C:7]2[C:3]=1[CH:4]=[C:5]([CH3:27])[NH:6]2. The catalyst class is: 16. (3) Reactant: Br[C:2]1[CH:7]=[CH:6][C:5]([C:8]2[N:9]=[C:10]([CH3:30])[C:11]3[C:16]4[N:17]=[C:18]([N:24]5[CH2:29][CH2:28][NH:27][CH2:26][CH2:25]5)[N:19]=[C:20]([O:21][CH2:22][CH3:23])[C:15]=4[S:14][C:12]=3[N:13]=2)=[CH:4][CH:3]=1.[Li]CCCC.[CH:36](=[O:42])/[CH:37]=[CH:38]/[CH:39]=[CH:40]/[CH3:41]. Product: [CH2:22]([O:21][C:20]1[C:15]2[S:14][C:12]3[N:13]=[C:8]([C:5]4[CH:6]=[CH:7][C:2]([CH:36]([OH:42])/[CH:37]=[CH:38]/[CH:39]=[CH:40]/[CH3:41])=[CH:3][CH:4]=4)[N:9]=[C:10]([CH3:30])[C:11]=3[C:16]=2[N:17]=[C:18]([N:24]2[CH2:29][CH2:28][NH:27][CH2:26][CH2:25]2)[N:19]=1)[CH3:23]. The catalyst class is: 1.